Dataset: PAMPA (Parallel Artificial Membrane Permeability Assay) permeability data from NCATS. Task: Regression/Classification. Given a drug SMILES string, predict its absorption, distribution, metabolism, or excretion properties. Task type varies by dataset: regression for continuous measurements (e.g., permeability, clearance, half-life) or binary classification for categorical outcomes (e.g., BBB penetration, CYP inhibition). Dataset: pampa_ncats. (1) The drug is COC1=C(C=C(C=C1)C2=NN3C(=NC=C3NC4=CC=CC=C4OC)C=C2)OC. The result is 1 (high permeability). (2) The compound is CN1C(=NC=N1)[C@@H]2[C@H](NC3=CC(=CC4=C3C2=NNC4=O)F)C5=CC=C(C=C5)F. The result is 1 (high permeability). (3) The compound is CC1=CC=CC=C1C2=NC3=C(O2)C=C(C=C3)C4=C(C(=C(C=C4)OC)OC)OC. The result is 0 (low-to-moderate permeability). (4) The drug is C1=CC=C(C=C1)C2=CSC(=N2)NC(=O)C3=C(C=NC=C3)NS(=O)(=O)C4=CC=C(C=C4)C(F)(F)F. The result is 1 (high permeability). (5) The result is 1 (high permeability). The molecule is CN1CCN(CC1)C2=C(C=C(C=C2)NC3=NC(=NC4=CC=CC=C43)C5=CC=NC=C5)F. (6) The molecule is CC(C)NC(=O)N1C[C@@H]2C[C@H](C1)C3=CC=C(C(=O)N3C2)C4=CC(=CC=C4)C(F)(F)F. The result is 1 (high permeability).